This data is from Full USPTO retrosynthesis dataset with 1.9M reactions from patents (1976-2016). The task is: Predict the reactants needed to synthesize the given product. (1) Given the product [OH:53][C:14]1[C:9]([OH:8])=[C:10]([C@H:23]2[CH2:24][CH2:25][C@H:26]([NH:29][C:32](=[O:33])[C:31]([F:42])([F:41])[F:30])[CH2:27][CH2:28]2)[CH:11]=[CH:12][CH:13]=1, predict the reactants needed to synthesize it. The reactants are: [Si]([O:8][C:9]1[CH:14]=[C:13](O[Si](C(C)(C)C)(C)C)[CH:12]=[CH:11][C:10]=1[C@H:23]1[CH2:28][CH2:27][C@H:26]([NH2:29])[CH2:25][CH2:24]1)(C(C)(C)C)(C)C.[F:30][C:31]([F:42])([F:41])[C:32](O[C:32](=[O:33])[C:31]([F:42])([F:41])[F:30])=[O:33].C(N(CC)CC)C.FC(F)(F)C(O)=[O:53]. (2) Given the product [CH:13]1([N:18]([C:19]2[CH:24]=[CH:23][C:22]([Cl:25])=[C:21]([Cl:26])[CH:20]=2)[C:1]([NH:3][C:4]2[S:29][CH:7]=[CH:6][N:5]=2)=[O:2])[CH2:14][CH2:15][CH2:16][CH2:17]1, predict the reactants needed to synthesize it. The reactants are: [C:1](N1C=CN=C1)([N:3]1[CH:7]=[CH:6][N:5]=[CH:4]1)=[O:2].[CH:13]1([NH:18][C:19]2[CH:24]=[CH:23][C:22]([Cl:25])=[C:21]([Cl:26])[CH:20]=2)[CH2:17][CH2:16][CH2:15][CH2:14]1.NC1[S:29]C=CN=1. (3) The reactants are: [CH3:1][O:2][C:3]([C@@H:5]1[CH2:45][C@@H:44]2[CH2:46][N:6]1[C:7](=[O:53])[C@H:8]([C:49]([CH3:52])([CH3:51])[CH3:50])[NH:9][C:10](=[O:48])[O:11][C@@H:12]1[CH2:47][C@H:13]1[CH2:14][CH2:15][CH2:16][CH2:17][CH2:18][C:19]1[C:20]([O:43]2)=[N:21][C:22]2[CH:23]=[CH:24][CH:25]=[CH:26][C:27]=2[C:28]=1[O:29][CH:30]1[CH2:35][CH2:34][N:33](C(OC(C)(C)C)=O)[CH2:32][CH2:31]1)=[O:4].[F:54][C:55]([F:60])([F:59])[C:56]([OH:58])=[O:57]. Given the product [F:54][C:55]([F:60])([F:59])[C:56]([OH:58])=[O:57].[CH3:1][O:2][C:3]([C@@H:5]1[CH2:45][C@@H:44]2[CH2:46][N:6]1[C:7](=[O:53])[C@H:8]([C:49]([CH3:51])([CH3:50])[CH3:52])[NH:9][C:10](=[O:48])[O:11][C@@H:12]1[CH2:47][C@H:13]1[CH2:14][CH2:15][CH2:16][CH2:17][CH2:18][C:19]1[C:20]([O:43]2)=[N:21][C:22]2[CH:23]=[CH:24][CH:25]=[CH:26][C:27]=2[C:28]=1[O:29][CH:30]1[CH2:31][CH2:32][NH:33][CH2:34][CH2:35]1)=[O:4], predict the reactants needed to synthesize it. (4) Given the product [N:6]1([C:12]2[S:13]/[C:14](=[CH:18]\[C:19]3[CH:20]=[CH:21][C:22]([F:25])=[CH:23][C:24]=3[O:2][P:1](=[O:5])([OH:4])[OH:3])/[C:15](=[O:17])[N:16]=2)[CH2:11][CH2:10][CH2:9][CH2:8][NH:7]1, predict the reactants needed to synthesize it. The reactants are: [P:1]([O-:5])([O-:4])([O-:3])=[O:2].[N:6]1([C:12]2[S:13]/[C:14](=[CH:18]\[C:19]3[CH:24]=[CH:23][C:22]([F:25])=[CH:21][C:20]=3O)/[C:15](=[O:17])[N:16]=2)[CH2:11][CH2:10][CH2:9][CH2:8][NH:7]1. (5) Given the product [F:63][C:28]1([F:27])[O:32][C:31]2[CH:33]=[CH:34][C:35]([C:37]3([C:40]([NH:2][CH:3]4[C:12]5[C:7](=[CH:8][C:9]([O:13][CH3:14])=[CH:10][CH:11]=5)[O:6][CH:5]([C:15]([O:17][CH2:18][CH3:19])=[O:16])[CH2:4]4)=[O:41])[CH2:38][CH2:39]3)=[CH:36][C:30]=2[O:29]1, predict the reactants needed to synthesize it. The reactants are: Cl.[NH2:2][CH:3]1[C:12]2[C:7](=[CH:8][C:9]([O:13][CH3:14])=[CH:10][CH:11]=2)[O:6][CH:5]([C:15]([O:17][CH2:18][CH3:19])=[O:16])[CH2:4]1.C(N(CC)CC)C.[F:27][C:28]1([F:63])[O:32][C:31]2[CH:33]=[CH:34][C:35]([C:37]3([C:40](N[C@H]4C5C(=CC=CC=5)O[C@@H](C5C=C(C=CC=5)C(OC)=O)C4)=[O:41])[CH2:39][CH2:38]3)=[CH:36][C:30]=2[O:29]1. (6) Given the product [CH3:27][N:25]([CH3:26])[C:23]1[C:22]2[C:17](=[CH:18][CH:19]=[CH:20][CH:21]=2)[N:16]=[C:15](/[CH:14]=[CH:13]/[C:4]2[N:3]=[C:29]([C:30]3[C:31]([CH3:37])=[CH:32][CH:33]=[CH:34][N:35]=3)[CH:7]=[C:6]([N:8]3[CH2:9][CH2:10][CH2:11][CH2:12]3)[N:5]=2)[N:24]=1, predict the reactants needed to synthesize it. The reactants are: ClC1[CH:7]=[C:6]([N:8]2[CH2:12][CH2:11][CH2:10][CH2:9]2)[N:5]=[C:4](/[CH:13]=[CH:14]/[C:15]2[N:24]=[C:23]([N:25]([CH3:27])[CH3:26])[C:22]3[C:17](=[CH:18][CH:19]=[CH:20][CH:21]=3)[N:16]=2)[N:3]=1.[Br-].[CH3:29][C:30]1[N:35]=[C:34]([Zn+])[CH:33]=[CH:32][CH:31]=1.[C:37](=O)(O)[O-].[Na+]. (7) Given the product [Cl:21][C:16]1[CH:17]=[CH:18][CH:19]=[CH:20][C:15]=1[S:12]([N:9]1[CH2:10][CH2:11][C:6]2([C:4](=[O:5])[N:39]([CH2:38][CH2:37][C:32]3[CH:33]=[CH:34][CH:35]=[CH:36][C:31]=3[Cl:30])[CH2:23][CH2:22]2)[CH2:7][CH2:8]1)(=[O:13])=[O:14], predict the reactants needed to synthesize it. The reactants are: C(O[C:4]([C:6]1([CH2:22][CH2:23]OC)[CH2:11][CH2:10][N:9]([S:12]([C:15]2[CH:20]=[CH:19][CH:18]=[CH:17][C:16]=2[Cl:21])(=[O:14])=[O:13])[CH2:8][CH2:7]1)=[O:5])C.[Cl-].C[Al+]C.[Cl:30][C:31]1[CH:36]=[CH:35][CH:34]=[CH:33][C:32]=1[CH2:37][CH2:38][NH2:39]. (8) Given the product [CH:44]([O:47][C:48]1[N:53]=[CH:52][C:51]([C@@H:54]([NH:56][C:10]([C@H:8]2[CH2:9][C@@H:7]2[C:1]2[CH:2]=[CH:3][CH:4]=[CH:5][CH:6]=2)=[O:12])[CH3:55])=[CH:50][CH:49]=1)([CH3:46])[CH3:45], predict the reactants needed to synthesize it. The reactants are: [C:1]1([C@@H:7]2[CH2:9][C@H:8]2[C:10]([OH:12])=O)[CH:6]=[CH:5][CH:4]=[CH:3][CH:2]=1.F[P-](F)(F)(F)(F)F.C[N+](C)=C(N(C)C)ON1C2N=CC=CC=2N=N1.C(N(CC)CC)C.[CH:44]([O:47][C:48]1[N:53]=[CH:52][C:51]([C@@H:54]([NH2:56])[CH3:55])=[CH:50][CH:49]=1)([CH3:46])[CH3:45].